Task: Predict which catalyst facilitates the given reaction.. Dataset: Catalyst prediction with 721,799 reactions and 888 catalyst types from USPTO Reactant: [Cl:1][C:2]1[N:7]=[C:6](Cl)[C:5]([O:9][CH3:10])=[CH:4][N:3]=1.[OH-].[NH4+:12]. Product: [Cl:1][C:2]1[N:7]=[C:6]([NH2:12])[C:5]([O:9][CH3:10])=[CH:4][N:3]=1. The catalyst class is: 12.